From a dataset of Reaction yield outcomes from USPTO patents with 853,638 reactions. Predict the reaction yield, written as a fraction of the theoretical maximum amount of product (1.0 means a 100% yield; for example, 0.34 means a 34% yield). The reactants are [Cl:1][C:2]1[C:7]2=[CH:8][NH:9][N:10]=[C:6]2[CH:5]=[CH:4][N:3]=1.[CH3:11][C:12]1[CH:13]=[C:14]([CH2:24]O)[CH:15]=[N:16][C:17]=1[O:18][CH2:19][C:20]([F:23])([F:22])[F:21].C1(P(C2C=CC=CC=2)C2C=CC=CC=2)C=CC=CC=1.N(C(OCC)=O)=NC(OCC)=O.ClC1C2C=NN(CC3C=NC(OCC(F)(F)F)=C(C)C=3)C=2C=CN=1. The catalyst is C1COCC1.CCOC(C)=O.C1(C)C=CC=CC=1. The product is [Cl:1][C:2]1[C:7]2=[CH:8][N:9]([CH2:24][C:14]3[CH:15]=[N:16][C:17]([O:18][CH2:19][C:20]([F:23])([F:22])[F:21])=[C:12]([CH3:11])[CH:13]=3)[N:10]=[C:6]2[CH:5]=[CH:4][N:3]=1. The yield is 0.370.